From a dataset of NCI-60 drug combinations with 297,098 pairs across 59 cell lines. Regression. Given two drug SMILES strings and cell line genomic features, predict the synergy score measuring deviation from expected non-interaction effect. (1) Drug 1: CC1=C(C=C(C=C1)NC2=NC=CC(=N2)N(C)C3=CC4=NN(C(=C4C=C3)C)C)S(=O)(=O)N.Cl. Drug 2: C1CN(P(=O)(OC1)NCCCl)CCCl. Cell line: M14. Synergy scores: CSS=-5.52, Synergy_ZIP=2.71, Synergy_Bliss=0.364, Synergy_Loewe=-2.43, Synergy_HSA=-3.24. (2) Drug 1: C1CN1P(=S)(N2CC2)N3CC3. Drug 2: CC(C)NC(=O)C1=CC=C(C=C1)CNNC.Cl. Cell line: IGROV1. Synergy scores: CSS=11.2, Synergy_ZIP=-3.96, Synergy_Bliss=-1.72, Synergy_Loewe=-5.93, Synergy_HSA=-1.01. (3) Drug 1: C1CCN(CC1)CCOC2=CC=C(C=C2)C(=O)C3=C(SC4=C3C=CC(=C4)O)C5=CC=C(C=C5)O. Drug 2: C1=CC(=C2C(=C1NCCNCCO)C(=O)C3=C(C=CC(=C3C2=O)O)O)NCCNCCO. Cell line: HOP-92. Synergy scores: CSS=36.8, Synergy_ZIP=0.299, Synergy_Bliss=-2.91, Synergy_Loewe=-8.87, Synergy_HSA=-1.75. (4) Drug 1: C1CCC(C1)C(CC#N)N2C=C(C=N2)C3=C4C=CNC4=NC=N3. Drug 2: CC(C)CN1C=NC2=C1C3=CC=CC=C3N=C2N. Cell line: TK-10. Synergy scores: CSS=6.54, Synergy_ZIP=-1.58, Synergy_Bliss=-3.60, Synergy_Loewe=-5.34, Synergy_HSA=-5.44. (5) Drug 1: C1CCC(CC1)NC(=O)N(CCCl)N=O. Drug 2: C(CN)CNCCSP(=O)(O)O. Cell line: HT29. Synergy scores: CSS=9.84, Synergy_ZIP=-4.35, Synergy_Bliss=-4.11, Synergy_Loewe=-13.7, Synergy_HSA=-5.06. (6) Drug 1: C1CCN(CC1)CCOC2=CC=C(C=C2)C(=O)C3=C(SC4=C3C=CC(=C4)O)C5=CC=C(C=C5)O. Drug 2: C#CCC(CC1=CN=C2C(=N1)C(=NC(=N2)N)N)C3=CC=C(C=C3)C(=O)NC(CCC(=O)O)C(=O)O. Cell line: CAKI-1. Synergy scores: CSS=6.66, Synergy_ZIP=-1.41, Synergy_Bliss=-5.72, Synergy_Loewe=1.69, Synergy_HSA=-3.78. (7) Drug 1: C1=C(C(=O)NC(=O)N1)F. Drug 2: CCCCCOC(=O)NC1=NC(=O)N(C=C1F)C2C(C(C(O2)C)O)O. Cell line: SNB-19. Synergy scores: CSS=34.5, Synergy_ZIP=1.67, Synergy_Bliss=2.10, Synergy_Loewe=-10.5, Synergy_HSA=3.28. (8) Drug 1: CC1=C(C=C(C=C1)C(=O)NC2=CC(=CC(=C2)C(F)(F)F)N3C=C(N=C3)C)NC4=NC=CC(=N4)C5=CN=CC=C5. Drug 2: CC1=C2C(C(=O)C3(C(CC4C(C3C(C(C2(C)C)(CC1OC(=O)C(C(C5=CC=CC=C5)NC(=O)OC(C)(C)C)O)O)OC(=O)C6=CC=CC=C6)(CO4)OC(=O)C)O)C)O. Cell line: IGROV1. Synergy scores: CSS=-4.77, Synergy_ZIP=7.87, Synergy_Bliss=9.06, Synergy_Loewe=2.53, Synergy_HSA=2.45. (9) Drug 1: CS(=O)(=O)C1=CC(=C(C=C1)C(=O)NC2=CC(=C(C=C2)Cl)C3=CC=CC=N3)Cl. Drug 2: CC12CCC3C(C1CCC2OP(=O)(O)O)CCC4=C3C=CC(=C4)OC(=O)N(CCCl)CCCl.[Na+]. Cell line: T-47D. Synergy scores: CSS=3.12, Synergy_ZIP=-3.69, Synergy_Bliss=-6.02, Synergy_Loewe=-8.88, Synergy_HSA=-7.18.